This data is from TCR-epitope binding with 47,182 pairs between 192 epitopes and 23,139 TCRs. The task is: Binary Classification. Given a T-cell receptor sequence (or CDR3 region) and an epitope sequence, predict whether binding occurs between them. (1) The epitope is HPVGEADYFEY. Result: 1 (the TCR binds to the epitope). The TCR CDR3 sequence is CASNRESAYTF. (2) Result: 0 (the TCR does not bind to the epitope). The TCR CDR3 sequence is CANSLRAGETQYF. The epitope is ELAGIGILTV. (3) The epitope is TPINLVRDL. The TCR CDR3 sequence is CASREGSYNEQFF. Result: 0 (the TCR does not bind to the epitope). (4) The epitope is FLLNKEMYL. The TCR CDR3 sequence is CASSLGGFRNSPLHF. Result: 0 (the TCR does not bind to the epitope).